This data is from NCI-60 drug combinations with 297,098 pairs across 59 cell lines. The task is: Regression. Given two drug SMILES strings and cell line genomic features, predict the synergy score measuring deviation from expected non-interaction effect. (1) Drug 1: C1=CC(=C2C(=C1NCCNCCO)C(=O)C3=C(C=CC(=C3C2=O)O)O)NCCNCCO. Drug 2: C1=NC(=NC(=O)N1C2C(C(C(O2)CO)O)O)N. Cell line: MALME-3M. Synergy scores: CSS=24.6, Synergy_ZIP=4.63, Synergy_Bliss=6.02, Synergy_Loewe=-13.4, Synergy_HSA=2.91. (2) Drug 1: C1CC(=O)NC(=O)C1N2C(=O)C3=CC=CC=C3C2=O. Drug 2: C1CNP(=O)(OC1)N(CCCl)CCCl. Cell line: SR. Synergy scores: CSS=-0.693, Synergy_ZIP=-2.23, Synergy_Bliss=-3.58, Synergy_Loewe=-10.1, Synergy_HSA=-5.09. (3) Synergy scores: CSS=3.42, Synergy_ZIP=2.31, Synergy_Bliss=-2.98, Synergy_Loewe=-2.36, Synergy_HSA=-2.22. Drug 1: C1CC(=O)NC(=O)C1N2CC3=C(C2=O)C=CC=C3N. Cell line: SF-539. Drug 2: CC1CCCC2(C(O2)CC(NC(=O)CC(C(C(=O)C(C1O)C)(C)C)O)C(=CC3=CSC(=N3)C)C)C. (4) Drug 1: C1CCN(CC1)CCOC2=CC=C(C=C2)C(=O)C3=C(SC4=C3C=CC(=C4)O)C5=CC=C(C=C5)O. Drug 2: CCC(=C(C1=CC=CC=C1)C2=CC=C(C=C2)OCCN(C)C)C3=CC=CC=C3.C(C(=O)O)C(CC(=O)O)(C(=O)O)O. Cell line: SF-295. Synergy scores: CSS=-0.903, Synergy_ZIP=0.509, Synergy_Bliss=-0.134, Synergy_Loewe=-0.838, Synergy_HSA=-1.54. (5) Drug 2: C1CN1P(=S)(N2CC2)N3CC3. Synergy scores: CSS=8.01, Synergy_ZIP=-3.08, Synergy_Bliss=0.464, Synergy_Loewe=-30.3, Synergy_HSA=-4.22. Cell line: SK-MEL-5. Drug 1: CN(C)C1=NC(=NC(=N1)N(C)C)N(C)C. (6) Drug 1: CC1=CC2C(CCC3(C2CCC3(C(=O)C)OC(=O)C)C)C4(C1=CC(=O)CC4)C. Drug 2: CC12CCC3C(C1CCC2OP(=O)(O)O)CCC4=C3C=CC(=C4)OC(=O)N(CCCl)CCCl.[Na+]. Cell line: HCT-15. Synergy scores: CSS=-5.14, Synergy_ZIP=-4.93, Synergy_Bliss=-14.0, Synergy_Loewe=-18.2, Synergy_HSA=-16.7. (7) Drug 2: CN(C(=O)NC(C=O)C(C(C(CO)O)O)O)N=O. Cell line: OVCAR-8. Synergy scores: CSS=49.5, Synergy_ZIP=-1.22, Synergy_Bliss=-3.00, Synergy_Loewe=-55.6, Synergy_HSA=-2.69. Drug 1: C1=NC2=C(N=C(N=C2N1C3C(C(C(O3)CO)O)O)F)N. (8) Drug 1: CC12CCC3C(C1CCC2O)C(CC4=C3C=CC(=C4)O)CCCCCCCCCS(=O)CCCC(C(F)(F)F)(F)F. Drug 2: C1=NNC2=C1C(=O)NC=N2. Cell line: SF-539. Synergy scores: CSS=2.01, Synergy_ZIP=0.392, Synergy_Bliss=3.43, Synergy_Loewe=2.26, Synergy_HSA=1.34. (9) Synergy scores: CSS=68.7, Synergy_ZIP=0.194, Synergy_Bliss=-1.86, Synergy_Loewe=-0.893, Synergy_HSA=2.66. Drug 1: CC1=C(N=C(N=C1N)C(CC(=O)N)NCC(C(=O)N)N)C(=O)NC(C(C2=CN=CN2)OC3C(C(C(C(O3)CO)O)O)OC4C(C(C(C(O4)CO)O)OC(=O)N)O)C(=O)NC(C)C(C(C)C(=O)NC(C(C)O)C(=O)NCCC5=NC(=CS5)C6=NC(=CS6)C(=O)NCCC[S+](C)C)O. Cell line: DU-145. Drug 2: B(C(CC(C)C)NC(=O)C(CC1=CC=CC=C1)NC(=O)C2=NC=CN=C2)(O)O.